Dataset: Catalyst prediction with 721,799 reactions and 888 catalyst types from USPTO. Task: Predict which catalyst facilitates the given reaction. (1) Reactant: [C:1]([CH2:3][NH:4][C:5]([C@@H:7]([NH:12][CH2:13][C:14]1[CH:19]=[CH:18][C:17]([C:20]2[CH:25]=[CH:24][C:23]([N:26]3[CH2:31][CH2:30][N:29](C(OC(C)(C)C)=O)[CH2:28][CH2:27]3)=[CH:22][CH:21]=2)=[CH:16][CH:15]=1)[CH2:8][CH:9]([CH3:11])[CH3:10])=[O:6])#[N:2].CS(O)(=O)=O.C([O-])(O)=O.[Na+]. The catalyst class is: 1. Product: [C:1]([CH2:3][NH:4][C:5](=[O:6])[C@@H:7]([NH:12][CH2:13][C:14]1[CH:19]=[CH:18][C:17]([C:20]2[CH:25]=[CH:24][C:23]([N:26]3[CH2:27][CH2:28][NH:29][CH2:30][CH2:31]3)=[CH:22][CH:21]=2)=[CH:16][CH:15]=1)[CH2:8][CH:9]([CH3:11])[CH3:10])#[N:2]. (2) Reactant: Br[C:2]12[CH2:11][C:6]3([CH3:12])[CH2:7][CH:8]([CH2:10][C:4]([CH3:13])([CH2:5]3)[CH2:3]1)[CH2:9]2.[NH2:14]C(N)=O.Cl. Product: [NH2:14][C:2]12[CH2:11][C:6]3([CH3:12])[CH2:7][CH:8]([CH2:10][C:4]([CH3:13])([CH2:5]3)[CH2:3]1)[CH2:9]2. The catalyst class is: 106. (3) Reactant: Br[C:2]1[C:10]2[C:5](=[CH:6][CH:7]=[C:8]([C:11]([O:13][CH2:14][CH3:15])=[O:12])[CH:9]=2)[N:4]([CH:16]2[CH2:21][CH2:20][CH2:19][CH2:18][O:17]2)[N:3]=1.[O:22]1[C:26]2[CH:27]=[CH:28][CH:29]=[CH:30][C:25]=2[CH:24]=[C:23]1B(O)O.ClCCl.P([O-])([O-])([O-])=O.[K+].[K+].[K+]. Product: [O:22]1[C:26]2[CH:27]=[CH:28][CH:29]=[CH:30][C:25]=2[CH:24]=[C:23]1[C:2]1[C:10]2[C:5](=[CH:6][CH:7]=[C:8]([C:11]([O:13][CH2:14][CH3:15])=[O:12])[CH:9]=2)[N:4]([CH:16]2[CH2:21][CH2:20][CH2:19][CH2:18][O:17]2)[N:3]=1. The catalyst class is: 57. (4) Reactant: C(NC(C)C)(C)C.C([Li])CCC.[CH3:13][O:14][C:15](=[O:26])[CH2:16][C:17]1[CH:22]=[CH:21][C:20]([S:23][CH3:24])=[C:19]([Cl:25])[CH:18]=1.I[CH2:28][CH:29]1[CH2:38][CH2:37][C:32]2([O:36][CH2:35][CH2:34][O:33]2)[CH2:31][CH2:30]1. Product: [CH3:13][O:14][C:15](=[O:26])[CH:16]([C:17]1[CH:22]=[CH:21][C:20]([S:23][CH3:24])=[C:19]([Cl:25])[CH:18]=1)[CH2:28][CH:29]1[CH2:38][CH2:37][C:32]2([O:33][CH2:34][CH2:35][O:36]2)[CH2:31][CH2:30]1. The catalyst class is: 544. (5) Reactant: C([O:8][C:9]1[CH:10]=[C:11]([C:15]2[CH:20]=[CH:19][CH:18]=[C:17]([O:21]CC3C=CC=CC=3)[CH:16]=2)[CH:12]=[CH:13][CH:14]=1)C1C=CC=CC=1. Product: [C:15]1([C:11]2[CH:12]=[CH:13][CH:14]=[C:9]([OH:8])[CH:10]=2)[CH:20]=[CH:19][CH:18]=[C:17]([OH:21])[CH:16]=1. The catalyst class is: 123. (6) Reactant: [Br:1][C:2]1[CH:10]=[CH:9][C:5]([CH2:6][CH2:7][NH2:8])=[CH:4][CH:3]=1.[C:11]([O:15][C:16](O[C:16]([O:15][C:11]([CH3:14])([CH3:13])[CH3:12])=[O:17])=[O:17])([CH3:14])([CH3:13])[CH3:12].C(N(CC)CC)C. Product: [C:11]([O:15][C:16]([NH:8][CH2:7][CH2:6][C:5]1[CH:9]=[CH:10][C:2]([Br:1])=[CH:3][CH:4]=1)=[O:17])([CH3:14])([CH3:13])[CH3:12]. The catalyst class is: 5. (7) Reactant: Cl[C:2]1[CH:7]=[CH:6][CH:5]=[C:4]([O:8][CH:9]2[CH2:14][CH2:13][N:12]([CH3:15])[CH2:11][CH2:10]2)[N:3]=1.CC(C)([O-])C.[Na+].C(=[NH:35])(C1C=CC=CC=1)C1C=CC=CC=1. Product: [CH3:15][N:12]1[CH2:13][CH2:14][CH:9]([O:8][C:4]2[N:3]=[C:2]([NH2:35])[CH:7]=[CH:6][CH:5]=2)[CH2:10][CH2:11]1. The catalyst class is: 101. (8) Reactant: [Br:1][C:2]1[CH:7]=[CH:6][C:5]([CH:8](O)[C:9]([NH:11][C:12]2[CH:17]=[CH:16][C:15]([NH:18][C:19](=[O:29])[CH:20]([C:22]3[CH:27]=[CH:26][C:25]([Br:28])=[CH:24][CH:23]=3)O)=[CH:14][CH:13]=2)=[O:10])=[CH:4][CH:3]=1. Product: [Br:1][C:2]1[CH:7]=[CH:6][C:5]([CH:8]2[C:17]3[C:12](=[CH:13][C:14]4[CH:20]([C:22]5[CH:27]=[CH:26][C:25]([Br:28])=[CH:24][CH:23]=5)[C:19](=[O:29])[NH:18][C:15]=4[CH:16]=3)[NH:11][C:9]2=[O:10])=[CH:4][CH:3]=1. The catalyst class is: 65. (9) The catalyst class is: 2. Product: [CH2:16]([O:23][N:24]1[C:30](=[O:31])[N:29]2[CH2:32][C@H:25]1[CH2:26][CH2:27][C@H:28]2[C:33]1[O:34][C:37]([CH2:38][CH2:39][NH:40][C:41](=[O:47])[O:42][C:43]([CH3:46])([CH3:44])[CH3:45])=[N:36][N:35]=1)[C:17]1[CH:22]=[CH:21][CH:20]=[CH:19][CH:18]=1. Reactant: O(S(C(F)(F)F)(=O)=O)S(C(F)(F)F)(=O)=O.[CH2:16]([O:23][N:24]1[C:30](=[O:31])[N:29]2[CH2:32][C@H:25]1[CH2:26][CH2:27][C@H:28]2[C:33]([NH:35][NH:36][C:37](=O)[CH2:38][CH2:39][NH:40][C:41](=[O:47])[O:42][C:43]([CH3:46])([CH3:45])[CH3:44])=[O:34])[C:17]1[CH:22]=[CH:21][CH:20]=[CH:19][CH:18]=1.N1C=CC=CC=1.C([O-])(O)=O.[Na+].